This data is from Reaction yield outcomes from USPTO patents with 853,638 reactions. The task is: Predict the reaction yield, written as a fraction of the theoretical maximum amount of product (1.0 means a 100% yield; for example, 0.34 means a 34% yield). (1) The reactants are [OH:1][C:2]1[CH:3]=[CH:4][C:5]([N+:10]([O-:12])=[O:11])=[C:6]([CH:9]=1)[CH:7]=[O:8].[H-].[Na+].[CH3:15]I. The catalyst is CN(C)C=O. The product is [CH3:15][O:1][C:2]1[CH:3]=[CH:4][C:5]([N+:10]([O-:12])=[O:11])=[C:6]([CH:9]=1)[CH:7]=[O:8]. The yield is 0.910. (2) The reactants are O[C@H:2]1[CH2:6][N:5]([C:7]([O:9][C:10]([CH3:13])([CH3:12])[CH3:11])=[O:8])[C@@H:4]([C:14]([O:16][CH3:17])=[O:15])[CH2:3]1.COCCN(S(F)(F)[F:28])CCOC. The catalyst is ClCCl.C(Cl)(Cl)Cl. The product is [F:28][C@@H:2]1[CH2:6][N:5]([C:7]([O:9][C:10]([CH3:13])([CH3:12])[CH3:11])=[O:8])[C@H:4]([C:14]([O:16][CH3:17])=[O:15])[CH2:3]1. The yield is 0.720. (3) The reactants are [C:1](=[O:7])=[N:2][S:3](Cl)(=[O:5])=[O:4].[CH3:8][C:9]([OH:12])([CH3:11])[CH3:10].[CH3:13][C:14]([C:17]1[CH:22]=[CH:21][C:20]([C:23]2[C:31]3[C:26](=[CH:27][CH:28]=[CH:29][CH:30]=3)[N:25]([CH2:32][C:33]3[CH:38]=[CH:37][CH:36]=[C:35]([N:39]4[CH2:44][CH2:43][NH:42][CH2:41][CH2:40]4)[CH:34]=3)[C:24]=2[C:45]([O:47]CC2C=CC=CC=2)=[O:46])=[CH:19][CH:18]=1)([CH3:16])[CH3:15]. The catalyst is C(Cl)Cl. The product is [CH3:8][C:9]([O:12][C:1]([NH:2][S:3]([N:42]1[CH2:43][CH2:44][N:39]([C:35]2[CH:34]=[C:33]([CH2:32][N:25]3[C:26]4[C:31](=[CH:30][CH:29]=[CH:28][CH:27]=4)[C:23]([C:20]4[CH:19]=[CH:18][C:17]([C:14]([CH3:15])([CH3:16])[CH3:13])=[CH:22][CH:21]=4)=[C:24]3[C:45]([OH:47])=[O:46])[CH:38]=[CH:37][CH:36]=2)[CH2:40][CH2:41]1)(=[O:5])=[O:4])=[O:7])([CH3:11])[CH3:10]. The yield is 0.270. (4) The reactants are [CH:1]1([CH2:6][CH:7]([C:11]2[CH:16]=[CH:15][C:14]([S:17][CH3:18])=[C:13]([C:19]([F:22])([F:21])[F:20])[CH:12]=2)[C:8]([OH:10])=[O:9])[CH2:5][CH2:4][CH2:3][CH2:2]1.S(=O)(=O)(O)O.[CH2:28](O)[CH3:29]. No catalyst specified. The product is [CH2:28]([O:9][C:8](=[O:10])[CH:7]([C:11]1[CH:16]=[CH:15][C:14]([S:17][CH3:18])=[C:13]([C:19]([F:22])([F:20])[F:21])[CH:12]=1)[CH2:6][CH:1]1[CH2:5][CH2:4][CH2:3][CH2:2]1)[CH3:29]. The yield is 0.948. (5) The reactants are [C:1]([C:3]1[N:4]=[C:5]2[C:11]3[CH:12]=[C:13]([C:16]([O:18][CH3:19])=[O:17])[CH:14]=[CH:15][C:10]=3[O:9][CH2:8][CH2:7][N:6]2[CH:20]=1)#[N:2].C(=O)([O-])[O-:22].[K+].[K+].OO. The catalyst is CS(C)=O.O. The product is [C:1]([C:3]1[N:4]=[C:5]2[C:11]3[CH:12]=[C:13]([C:16]([O:18][CH3:19])=[O:17])[CH:14]=[CH:15][C:10]=3[O:9][CH2:8][CH2:7][N:6]2[CH:20]=1)(=[O:22])[NH2:2]. The yield is 0.770. (6) The catalyst is C1(C)C=CC=CC=1. The yield is 0.810. The product is [CH3:19][C:18]1[NH:12][C:9]2[N:10]([N:11]=[C:7]([C:1]3[CH:2]=[CH:3][CH:4]=[CH:5][CH:6]=3)[CH:8]=2)[C:16](=[O:15])[CH:17]=1. The reactants are [C:1]1([C:7]2[NH:11][N:10]=[C:9]([NH2:12])[CH:8]=2)[CH:6]=[CH:5][CH:4]=[CH:3][CH:2]=1.C([O:15][C:16](=O)[CH2:17][C:18](=O)[CH3:19])C. (7) The reactants are ClC(Cl)C(O)=O.N[C:8]1[N:9]([C:28]2[C:33]([CH3:34])=[CH:32][C:31]([CH:35]3[CH2:37][CH2:36]3)=[CH:30][C:29]=2[Cl:38])[C:10]([S:13][CH2:14][C:15]([NH:17][C:18]2[CH:26]=[CH:25][C:21]([C:22]([OH:24])=[O:23])=[CH:20][C:19]=2[Cl:27])=[O:16])=[N:11][N:12]=1.N([O-])=O.[Na+].ClCCl.[Br:46]CBr. The catalyst is [Br-].C([N+](CC)(CC)CC)C1C=CC=CC=1. The product is [Br:46][C:8]1[N:9]([C:28]2[C:33]([CH3:34])=[CH:32][C:31]([CH:35]3[CH2:37][CH2:36]3)=[CH:30][C:29]=2[Cl:38])[C:10]([S:13][CH2:14][C:15]([NH:17][C:18]2[CH:26]=[CH:25][C:21]([C:22]([OH:24])=[O:23])=[CH:20][C:19]=2[Cl:27])=[O:16])=[N:11][N:12]=1. The yield is 0.420. (8) The reactants are Cl[C:2]1[CH:7]=[CH:6][C:5]([N+:8]([O-:10])=[O:9])=[CH:4][C:3]=1[S:11](Cl)(=[O:13])=[O:12].[N:15]1([CH:20]2[CH2:25][CH2:24][NH:23][CH2:22][CH2:21]2)[CH2:19][CH2:18][CH2:17][CH2:16]1.CCN(CC)CC.[Cl:33][C:34]1[CH:35]=[C:36]([OH:41])[CH:37]=[C:38]([Cl:40])[CH:39]=1.[H-].[Na+]. The catalyst is C1COCC1. The product is [Cl:33][C:34]1[CH:35]=[C:36]([CH:37]=[C:38]([Cl:40])[CH:39]=1)[O:41][C:2]1[CH:7]=[CH:6][C:5]([N+:8]([O-:10])=[O:9])=[CH:4][C:3]=1[S:11]([N:23]1[CH2:24][CH2:25][CH:20]([N:15]2[CH2:19][CH2:18][CH2:17][CH2:16]2)[CH2:21][CH2:22]1)(=[O:13])=[O:12]. The yield is 0.799.